This data is from NCI-60 drug combinations with 297,098 pairs across 59 cell lines. The task is: Regression. Given two drug SMILES strings and cell line genomic features, predict the synergy score measuring deviation from expected non-interaction effect. (1) Drug 1: CCC1=CC2CC(C3=C(CN(C2)C1)C4=CC=CC=C4N3)(C5=C(C=C6C(=C5)C78CCN9C7C(C=CC9)(C(C(C8N6C)(C(=O)OC)O)OC(=O)C)CC)OC)C(=O)OC.C(C(C(=O)O)O)(C(=O)O)O. Drug 2: CC1=C(N=C(N=C1N)C(CC(=O)N)NCC(C(=O)N)N)C(=O)NC(C(C2=CN=CN2)OC3C(C(C(C(O3)CO)O)O)OC4C(C(C(C(O4)CO)O)OC(=O)N)O)C(=O)NC(C)C(C(C)C(=O)NC(C(C)O)C(=O)NCCC5=NC(=CS5)C6=NC(=CS6)C(=O)NCCC[S+](C)C)O. Cell line: SN12C. Synergy scores: CSS=33.3, Synergy_ZIP=-6.50, Synergy_Bliss=3.56, Synergy_Loewe=2.98, Synergy_HSA=3.06. (2) Drug 1: C1=CC(=CC=C1CC(C(=O)O)N)N(CCCl)CCCl.Cl. Drug 2: CN(CC1=CN=C2C(=N1)C(=NC(=N2)N)N)C3=CC=C(C=C3)C(=O)NC(CCC(=O)O)C(=O)O. Cell line: HCT116. Synergy scores: CSS=49.1, Synergy_ZIP=-2.93, Synergy_Bliss=-4.59, Synergy_Loewe=-9.37, Synergy_HSA=-4.48. (3) Drug 1: CN1C(=O)N2C=NC(=C2N=N1)C(=O)N. Drug 2: CCC1(C2=C(COC1=O)C(=O)N3CC4=CC5=C(C=CC(=C5CN(C)C)O)N=C4C3=C2)O.Cl. Cell line: RXF 393. Synergy scores: CSS=11.8, Synergy_ZIP=-2.61, Synergy_Bliss=-0.702, Synergy_Loewe=-69.5, Synergy_HSA=-7.87.